This data is from hERG potassium channel inhibition data for cardiac toxicity prediction from Karim et al.. The task is: Regression/Classification. Given a drug SMILES string, predict its toxicity properties. Task type varies by dataset: regression for continuous values (e.g., LD50, hERG inhibition percentage) or binary classification for toxic/non-toxic outcomes (e.g., AMES mutagenicity, cardiotoxicity, hepatotoxicity). Dataset: herg_karim. The drug is O=C1O[C@]2(CC[C@H](c3nc4cc(OC(F)(F)F)ccc4[nH]3)CC2)CN1c1cccnc1. The result is 1 (blocker).